Dataset: Experimentally validated miRNA-target interactions with 360,000+ pairs, plus equal number of negative samples. Task: Binary Classification. Given a miRNA mature sequence and a target amino acid sequence, predict their likelihood of interaction. (1) The miRNA is hsa-miR-3133 with sequence UAAAGAACUCUUAAAACCCAAU. The protein sequence of the target gene is MPHPYPALTPEQKKELSDIAHRIVAPGKGILAADESTGSIAKRLQSIGTENTEENRRFYRQLLLTADDRVNPCIGGVILFHETLYQKADDGRPFPQVIKSKGGVVGIKVDKGVVPLAGTNGETTTQGLDGLSERCAQYKKDGADFAKWRCVLKIGEHTPSALAIMENANVLARYASICQQNGIVPIVEPEILPDGDHDLKRCQYVTEKVLAAVYKALSDHHVYLEGTLLKPNMVTPGHACTQKFSNEEIAMATVTALRRTVPPAVTGVTFLSGGQSEEEASINLNAINKCPLLKPWALTF.... Result: 0 (no interaction). (2) The miRNA is hsa-miR-548c-3p with sequence CAAAAAUCUCAAUUACUUUUGC. The protein sequence of the target gene is MAQHDFVPAWLNFSTPQSAKSPTATFEKHGEHLPRGEGRFGVSRRRHNSSDGFFNNGPLRTAGDSWHQPSLFRHDSVDSGVSKGAYAGITGNPSGWHSSSRGHDGMSQRSGGGTGNHRHWNGSFHSRKGCAFQEKPPMEIREEKKEDKVEKLQFEEEDFPSLNPEAGKQHQPCRPIGTPSGVWENPPSAKQPSKMLVIKKVSKEDPAAAFSAAFTSPGSHHANGNKLSSVVPSVYKNLVPKPVPPPSKPNAWKANRMEHKSGSLSSSRESAFTSPISVTKPVVLASGAALSSPKESPSST.... Result: 1 (interaction). (3) The miRNA is hsa-miR-6870-5p with sequence UGGGGGAGAUGGGGGUUGA. The protein sequence of the target gene is MRRGAPQDQELVGPGPPGRGSRGAPPPLGPVVPVLVFPPDLVFRADQRSGPRQLLTLYNPTGTALRFRVLCTAPAKYTVFDAEGYVKPQSCIDIVIRHVAPIPSHYDVQDRFRIELSEEGAEGRVVGRKDITSILRAPAYPLELQGQPDPAPRPGPPAGTPPPTARHFQEHPRQQLATSSFLLFLLTGIVSVAFLLLPLPDELGSQLPQVLHVSLGQKLVAAYVLGLLTMVFLRT. Result: 0 (no interaction). (4) Result: 0 (no interaction). The miRNA is hsa-miR-596 with sequence AAGCCUGCCCGGCUCCUCGGG. The protein sequence of the target gene is MAGRQTGWSQAALLQFLLGMCLTVMPPIQARSLRFVTLLYRHGDRSPVKTYPKDPYQEEKWPQGFGQLTKEGMLQHWELGQALRQRYHGFLNTSYHRQEVYVRSTDFDRTLMSAEANLAGLFPPNEVQHFNPNISWQPIPVHTVPITEDRLLKFPLGPCPRYEQLQNETRQTPEYQNRSIQNAQFLNMVANETGLTNVTLETIWNVYDTLFCEQTHGLLLPPWASPQTVQRLSQLKDFSFLFLFGIHEQVQKARLQGGVLLAQILKNLTLMATTSQFPKLLVYSAHDTTLVALQMALNVY....